From a dataset of Peptide-MHC class I binding affinity with 185,985 pairs from IEDB/IMGT. Regression. Given a peptide amino acid sequence and an MHC pseudo amino acid sequence, predict their binding affinity value. This is MHC class I binding data. (1) The peptide sequence is DLFNRDKTE. The MHC is H-2-Kb with pseudo-sequence H-2-Kb. The binding affinity (normalized) is 0.0683. (2) The peptide sequence is HEEFTTNYL. The MHC is HLA-B44:02 with pseudo-sequence HLA-B44:02. The binding affinity (normalized) is 0.0847. (3) The peptide sequence is LLFLLLADA. The MHC is HLA-A02:06 with pseudo-sequence HLA-A02:06. The binding affinity (normalized) is 0.249. (4) The peptide sequence is KQVQMMIMIK. The binding affinity (normalized) is 0.485. The MHC is HLA-A03:01 with pseudo-sequence HLA-A03:01.